From a dataset of Full USPTO retrosynthesis dataset with 1.9M reactions from patents (1976-2016). Predict the reactants needed to synthesize the given product. Given the product [Br:1][C:2]1[CH:18]=[CH:17][C:16]([C:19]([F:20])([F:21])[F:22])=[CH:15][C:3]=1[CH2:4][N:5]([CH:6]1[CH2:14][C:13]2[C:8](=[CH:9][CH:10]=[CH:11][CH:12]=2)[CH2:7]1)[C:26]([CH:23]1[CH2:25][CH2:24]1)=[O:27], predict the reactants needed to synthesize it. The reactants are: [Br:1][C:2]1[CH:18]=[CH:17][C:16]([C:19]([F:22])([F:21])[F:20])=[CH:15][C:3]=1[CH2:4][NH:5][CH:6]1[CH2:14][C:13]2[C:8](=[CH:9][CH:10]=[CH:11][CH:12]=2)[CH2:7]1.[CH:23]1([C:26](Cl)=[O:27])[CH2:25][CH2:24]1.